From a dataset of Forward reaction prediction with 1.9M reactions from USPTO patents (1976-2016). Predict the product of the given reaction. (1) The product is: [O:4]1[C:8]2[CH:9]=[CH:10][CH:11]=[CH:12][C:7]=2[CH:6]=[C:5]1[C:13]1[NH:15][C:21](=[O:22])[CH2:17][C:18](=[O:19])[N:14]=1. Given the reactants C[O-].[Na+].[O:4]1[C:8]2[CH:9]=[CH:10][CH:11]=[CH:12][C:7]=2[CH:6]=[C:5]1[C:13]([NH2:15])=[NH:14].C[C:17](C)([C:21]([O-])=[O:22])[C:18]([O-])=[O:19].Cl, predict the reaction product. (2) The product is: [NH2:2][C:4]1[N:5]=[CH:7][C:13]2[CH2:14][CH:15]([NH:18][C:19](=[O:25])[O:20][C:21]([CH3:22])([CH3:24])[CH3:23])[CH2:16][CH2:17][C:10]=2[N:8]=1. Given the reactants C[N:2]([CH:4]([N:8]([CH3:10])C)[N:5]([CH3:7])C)C.O=C1[CH2:17][CH2:16][CH:15]([NH:18][C:19](=[O:25])[O:20][C:21]([CH3:24])([CH3:23])[CH3:22])[CH2:14][CH2:13]1.C(=O)(O)O.NC(N)=N, predict the reaction product. (3) Given the reactants [Cl:1][C:2]1[C:3]([NH:23][C:24]2[CH:28]=[C:27]([CH3:29])[NH:26][N:25]=2)=[N:4][C:5]([NH:8][C:9]2[CH:14]=[C:13]([CH3:15])[C:12]([CH:16]3[CH2:21][CH2:20][NH:19][CH2:18][CH2:17]3)=[CH:11][C:10]=2[F:22])=[N:6][CH:7]=1.[N:30]1[CH:35]=[C:34]([CH:36]=O)[CH:33]=[N:32][CH:31]=1.[BH-](OC(C)=O)(OC(C)=O)OC(C)=O.[Na+].CC(O)=O, predict the reaction product. The product is: [Cl:1][C:2]1[C:3]([NH:23][C:24]2[CH:28]=[C:27]([CH3:29])[NH:26][N:25]=2)=[N:4][C:5]([NH:8][C:9]2[CH:14]=[C:13]([CH3:15])[C:12]([CH:16]3[CH2:17][CH2:18][N:19]([CH2:36][C:34]4[CH:35]=[N:30][CH:31]=[N:32][CH:33]=4)[CH2:20][CH2:21]3)=[CH:11][C:10]=2[F:22])=[N:6][CH:7]=1. (4) Given the reactants COC[O:4][C:5]1[CH:10]=[C:9]([O:11]COC)[CH:8]=[C:7]([O:15][C:16]2[CH:21]=[CH:20][C:19]([N+:22]([O-:24])=[O:23])=[CH:18][CH:17]=2)[C:6]=1[C:25]1[O:29][N:28]=[C:27]([C:30]([O:32][CH2:33][CH3:34])=[O:31])[CH:26]=1.Cl, predict the reaction product. The product is: [OH:4][C:5]1[CH:10]=[C:9]([OH:11])[CH:8]=[C:7]([O:15][C:16]2[CH:17]=[CH:18][C:19]([N+:22]([O-:24])=[O:23])=[CH:20][CH:21]=2)[C:6]=1[C:25]1[O:29][N:28]=[C:27]([C:30]([O:32][CH2:33][CH3:34])=[O:31])[CH:26]=1. (5) Given the reactants [CH3:1][O:2][C:3]1[CH:4]=[C:5]2[C:9](=[C:10](Br)[CH:11]=1)[NH:8][CH:7]=[CH:6]2.C(OC(=O)C=CC1C=CC=CN=1)C.[CH2:26]([O:28][C:29](=[O:49])[CH:30]=[C:31](C1C=CC=C2C=1C(C#N)=CN2)[C:32]1[CH:37]=[CH:36][CH:35]=[CH:34][CH:33]=1)[CH3:27], predict the reaction product. The product is: [CH2:26]([O:28][C:29](=[O:49])[CH:30]=[C:31]([C:10]1[CH:11]=[C:3]([O:2][CH3:1])[CH:4]=[C:5]2[C:9]=1[NH:8][CH:7]=[CH:6]2)[C:32]1[CH:37]=[CH:36][CH:35]=[CH:34][CH:33]=1)[CH3:27]. (6) Given the reactants Cl[C:2]1[CH:7]=[C:6]([O:8][CH2:9][C:10]#[C:11][CH3:12])[N:5]=[CH:4][N:3]=1.C(=O)([O-])[O-].[K+].[K+].[Cl:19][C:20]1[CH:25]=[CH:24][C:23]([OH:26])=[C:22]([F:27])[CH:21]=1.[Cl-].[NH4+], predict the reaction product. The product is: [CH2:9]([O:8][C:6]1[CH:7]=[C:2]([O:26][C:23]2[CH:24]=[CH:25][C:20]([Cl:19])=[CH:21][C:22]=2[F:27])[N:3]=[CH:4][N:5]=1)[C:10]#[C:11][CH3:12].